This data is from Reaction yield outcomes from USPTO patents with 853,638 reactions. The task is: Predict the reaction yield, written as a fraction of the theoretical maximum amount of product (1.0 means a 100% yield; for example, 0.34 means a 34% yield). (1) The reactants are Br[C:2]1[CH:24]=[CH:23][C:5]2[C:6]3[N:7]([CH:11]=[C:12]([C:14]4[N:18]([CH:19]([CH3:21])[CH3:20])[N:17]=[C:16]([CH3:22])[N:15]=4)[N:13]=3)[CH2:8][CH2:9][O:10][C:4]=2[CH:3]=1.[CH3:25][N:26](C=O)C. The catalyst is CCOC(C)=O.[C-]#N.[Zn+2].[C-]#N.CC(P(C(C)(C)C)C1C=CC(N(C)C)=CC=1)(C)C.CC(P(C(C)(C)C)C1C=CC(N(C)C)=CC=1)(C)C.Cl[Pd]Cl. The product is [CH:19]([N:18]1[C:14]([C:12]2[N:13]=[C:6]3[C:5]4[CH:23]=[CH:24][C:2]([C:25]#[N:26])=[CH:3][C:4]=4[O:10][CH2:9][CH2:8][N:7]3[CH:11]=2)=[N:15][C:16]([CH3:22])=[N:17]1)([CH3:21])[CH3:20]. The yield is 0.590. (2) The reactants are [Br:1][C:2]1[N:3]=[C:4]([C:9]#[C:10][Si](C)(C)C)[C:5]([NH2:8])=[N:6][CH:7]=1.[H-].[Na+].[C:17]1([CH3:27])[CH:22]=[CH:21][C:20]([S:23](Cl)(=[O:25])=[O:24])=[CH:19][CH:18]=1. The catalyst is CN(C=O)C. The product is [Br:1][C:2]1[N:3]=[C:4]2[CH:9]=[CH:10][N:8]([S:23]([C:20]3[CH:21]=[CH:22][C:17]([CH3:27])=[CH:18][CH:19]=3)(=[O:25])=[O:24])[C:5]2=[N:6][CH:7]=1. The yield is 0.520.